Dataset: Full USPTO retrosynthesis dataset with 1.9M reactions from patents (1976-2016). Task: Predict the reactants needed to synthesize the given product. (1) Given the product [N:1]([CH2:4][CH:5]1[NH:10][C:9]2[C:11]([C:20]3[CH:21]=[CH:22][CH:23]=[CH:24][C:19]=3[C:18]([F:29])([F:28])[F:17])=[CH:12][C:13]([F:15])=[CH:14][C:8]=2[O:7][CH2:6]1)=[N+:2]=[N-:3], predict the reactants needed to synthesize it. The reactants are: [N:1]([CH2:4][CH:5]1[NH:10][C:9]2[C:11](Br)=[CH:12][C:13]([F:15])=[CH:14][C:8]=2[O:7][CH2:6]1)=[N+:2]=[N-:3].[F:17][C:18]([F:29])([F:28])[C:19]1[CH:24]=[CH:23][CH:22]=[CH:21][C:20]=1B(O)O. (2) The reactants are: C([O-])(O)=O.[Na+].C([O-])(=O)C.[C:10]([C:12]1[CH:17]=[CH:16][C:15]([N:18]2[C:22]([C:23]3[CH:24]=[C:25]([C:41]([NH:43][CH2:44][CH2:45][CH2:46][N+:47]([CH3:50])([CH3:49])[CH3:48])=[O:42])[C:26](=[O:40])[N:27]([C:30]4[CH:35]=[CH:34][CH:33]=[C:32]([C:36]([F:39])([F:38])[F:37])[CH:31]=4)[C:28]=3[CH3:29])=[CH:21][CH:20]=[N:19]2)=[CH:14][CH:13]=1)#[N:11].[C:51]1([S:57]([OH:60])(=[O:59])=[O:58])[CH:56]=[CH:55][CH:54]=[CH:53][CH:52]=1.C(OCC)C. Given the product [C:51]1([S:57]([O-:60])(=[O:59])=[O:58])[CH:56]=[CH:55][CH:54]=[CH:53][CH:52]=1.[C:10]([C:12]1[CH:13]=[CH:14][C:15]([N:18]2[C:22]([C:23]3[CH:24]=[C:25]([C:41]([NH:43][CH2:44][CH2:45][CH2:46][N+:47]([CH3:49])([CH3:48])[CH3:50])=[O:42])[C:26](=[O:40])[N:27]([C:30]4[CH:35]=[CH:34][CH:33]=[C:32]([C:36]([F:39])([F:38])[F:37])[CH:31]=4)[C:28]=3[CH3:29])=[CH:21][CH:20]=[N:19]2)=[CH:16][CH:17]=1)#[N:11], predict the reactants needed to synthesize it. (3) Given the product [NH2:27][C:4]1[N:3]=[C:2]([C:38]2[CH:37]=[CH:36][C:35]([NH:34][C:29](=[O:28])[C:30]([O:32][CH3:33])=[O:31])=[CH:40][CH:39]=2)[CH:7]=[C:6]([O:8][CH:9]([C:14]2[CH:19]=[CH:18][C:17]([C:20]3[CH:25]=[CH:24][CH:23]=[C:22]([F:26])[CH:21]=3)=[CH:16][CH:15]=2)[C:10]([F:13])([F:12])[F:11])[N:5]=1, predict the reactants needed to synthesize it. The reactants are: Cl[C:2]1[CH:7]=[C:6]([O:8][CH:9]([C:14]2[CH:19]=[CH:18][C:17]([C:20]3[CH:25]=[CH:24][CH:23]=[C:22]([F:26])[CH:21]=3)=[CH:16][CH:15]=2)[C:10]([F:13])([F:12])[F:11])[N:5]=[C:4]([NH2:27])[N:3]=1.[O:28]=[C:29]([NH:34][C:35]1[CH:40]=[CH:39][C:38](B2OC(C)(C)C(C)(C)O2)=[CH:37][CH:36]=1)[C:30]([O:32][CH3:33])=[O:31].C([O-])([O-])=O.[Na+].[Na+].C(O)C. (4) Given the product [S:4]1[CH2:5][CH2:6][N:1]([S:22]([C:17]2[CH:18]=[CH:19][CH:20]=[CH:21][C:16]=2[C:14]#[N:15])(=[O:24])=[O:23])[CH2:2][CH2:3]1, predict the reactants needed to synthesize it. The reactants are: [NH:1]1[CH2:6][CH2:5][S:4][CH2:3][CH2:2]1.C(N(CC)CC)C.[C:14]([C:16]1[CH:21]=[CH:20][CH:19]=[CH:18][C:17]=1[S:22](Cl)(=[O:24])=[O:23])#[N:15]. (5) The reactants are: CO[C:3]([CH:5]1[CH2:9][C:8](=O)[CH2:7][N:6]1[CH2:11][C:12]1[CH:17]=[CH:16][CH:15]=[CH:14][CH:13]=1)=[O:4].[F:18][C:19]([F:34])([F:33])[C:20]1[CH:21]=[C:22]([CH:26]=[C:27]([C:29]([F:32])([F:31])[F:30])[CH:28]=1)[CH2:23][NH:24][CH3:25].[CH3:35][O:36][C:37]1[CH:42]=[CH:41][CH:40]=[CH:39][C:38]=1[N:43]1[CH2:48][CH2:47][NH:46][CH2:45][CH2:44]1. Given the product [CH2:11]([N:6]1[CH2:7][C@@H:8]([N:24]([CH2:23][C:22]2[CH:21]=[C:20]([C:19]([F:33])([F:34])[F:18])[CH:28]=[C:27]([C:29]([F:32])([F:31])[F:30])[CH:26]=2)[CH3:25])[CH2:9][C@H:5]1[C:3]([N:46]1[CH2:45][CH2:44][N:43]([C:38]2[CH:39]=[CH:40][CH:41]=[CH:42][C:37]=2[O:36][CH3:35])[CH2:48][CH2:47]1)=[O:4])[C:12]1[CH:13]=[CH:14][CH:15]=[CH:16][CH:17]=1, predict the reactants needed to synthesize it. (6) Given the product [CH2:18]([S:25][C:2]1[S:3][CH:4]=[C:5]([C:7]([O:9][CH2:10][CH3:11])=[O:8])[N:6]=1)[C:19]1[CH:24]=[CH:23][CH:22]=[CH:21][CH:20]=1, predict the reactants needed to synthesize it. The reactants are: Br[C:2]1[S:3][CH:4]=[C:5]([C:7]([O:9][CH2:10][CH3:11])=[O:8])[N:6]=1.C([O-])([O-])=O.[K+].[K+].[CH2:18]([SH:25])[C:19]1[CH:24]=[CH:23][CH:22]=[CH:21][CH:20]=1.